Dataset: Full USPTO retrosynthesis dataset with 1.9M reactions from patents (1976-2016). Task: Predict the reactants needed to synthesize the given product. (1) Given the product [N:1]1[CH:6]=[CH:5][CH:4]=[CH:3][C:2]=1[C:7]1[C:8]([C:15]2[C:24]3[C:19](=[CH:20][C:21]([O:25][CH2:33][CH2:34][O:35][CH:36]4[CH2:41][CH2:40][CH2:39][CH2:38][O:37]4)=[CH:22][CH:23]=3)[N:18]=[CH:17][CH:16]=2)=[C:9]2[CH2:14][CH2:13][CH2:12][N:10]2[N:11]=1, predict the reactants needed to synthesize it. The reactants are: [N:1]1[CH:6]=[CH:5][CH:4]=[CH:3][C:2]=1[C:7]1[C:8]([C:15]2[C:24]3[C:19](=[CH:20][C:21]([OH:25])=[CH:22][CH:23]=3)[N:18]=[CH:17][CH:16]=2)=[C:9]2[CH2:14][CH2:13][CH2:12][N:10]2[N:11]=1.C(=O)([O-])[O-].[Cs+].[Cs+].Br[CH2:33][CH2:34][O:35][CH:36]1[CH2:41][CH2:40][CH2:39][CH2:38][O:37]1. (2) Given the product [NH2:9][C:4]1[C:5]([Cl:8])=[N:6][CH:7]=[C:2]([Br:1])[CH:3]=1, predict the reactants needed to synthesize it. The reactants are: [Br:1][C:2]1[CH:3]=[C:4]([N+:9]([O-])=O)[C:5]([Cl:8])=[N:6][CH:7]=1.O.O.Cl[Sn]Cl.[OH-].[Na+]. (3) Given the product [CH3:1][O:2][C:3]1[CH:4]=[C:5]([CH2:20][C:21]([N:35]2[CH2:39][CH2:38][CH2:37][CH:36]2[CH2:40][O:41][C:42]2[CH:47]=[CH:46][C:45]([C:48]([O:50][CH3:51])=[O:49])=[CH:44][N:43]=2)=[O:23])[CH:6]=[CH:7][C:8]=1[NH:9][C:10]([NH:12][C:13]1[CH:18]=[CH:17][CH:16]=[CH:15][C:14]=1[CH3:19])=[O:11], predict the reactants needed to synthesize it. The reactants are: [CH3:1][O:2][C:3]1[CH:4]=[C:5]([CH2:20][C:21]([O:23]C2C(F)=C(F)C(F)=C(F)C=2F)=O)[CH:6]=[CH:7][C:8]=1[NH:9][C:10]([NH:12][C:13]1[CH:18]=[CH:17][CH:16]=[CH:15][C:14]=1[CH3:19])=[O:11].[NH:35]1[CH2:39][CH2:38][CH2:37][CH:36]1[CH2:40][O:41][C:42]1[CH:47]=[CH:46][C:45]([C:48]([O:50][CH3:51])=[O:49])=[CH:44][N:43]=1.CCN(CC)CC. (4) The reactants are: [OH:1][C:2]1[CH:3]=[CH:4][C:5]([C:8]([OH:10])=O)=[N:6][CH:7]=1.C(N(C(C)C)CC)(C)C.O.ON1C2C=CC=CC=2N=N1.CCN=C=NCCCN(C)C.[C:42]1([CH2:48][CH2:49][CH2:50][NH2:51])[CH:47]=[CH:46][CH:45]=[CH:44][CH:43]=1. Given the product [C:42]1([CH2:48][CH2:49][CH2:50][NH:51][C:8]([C:5]2[CH:4]=[CH:3][C:2]([OH:1])=[CH:7][N:6]=2)=[O:10])[CH:47]=[CH:46][CH:45]=[CH:44][CH:43]=1, predict the reactants needed to synthesize it.